Task: Predict the product of the given reaction.. Dataset: Forward reaction prediction with 1.9M reactions from USPTO patents (1976-2016) (1) Given the reactants O=[C:2]1[C:10]2[C:5](=[CH:6][C:7]([O:11][C:12]3[CH:20]=[CH:19][C:15]([C:16]([NH2:18])=[O:17])=[CH:14][N:13]=3)=[CH:8][CH:9]=2)[CH2:4][CH2:3]1.Cl.[CH3:22][O:23][C:24]1[C:32]2[C:31]([CH2:33][CH2:34][NH2:35])=[CH:30][S:29][C:28]=2[CH:27]=[CH:26][CH:25]=1.CCN(CC)CC.[BH3-]C#N.[Na+], predict the reaction product. The product is: [CH3:22][O:23][C:24]1[C:32]2[C:31]([CH2:33][CH2:34][NH:35][CH:2]3[C:10]4[C:5](=[CH:6][C:7]([O:11][C:12]5[CH:20]=[CH:19][C:15]([C:16]([NH2:18])=[O:17])=[CH:14][N:13]=5)=[CH:8][CH:9]=4)[CH2:4][CH2:3]3)=[CH:30][S:29][C:28]=2[CH:27]=[CH:26][CH:25]=1. (2) Given the reactants [H-].[Na+].[Cl:3][C:4]1[C:9]([C:10]2[NH:14][CH:13]=[C:12]([CH2:15][N:16]([CH3:24])[C:17](=[O:23])[O:18][C:19]([CH3:22])([CH3:21])[CH3:20])[C:11]=2[F:25])=[CH:8][CH:7]=[CH:6][N:5]=1.C1OCCOCCOCCOCCOC1.[C:41]([C:43]1[CH:44]=[C:45]([S:49](Cl)(=[O:51])=[O:50])[CH:46]=[CH:47][CH:48]=1)#[N:42], predict the reaction product. The product is: [Cl:3][C:4]1[C:9]([C:10]2[N:14]([S:49]([C:45]3[CH:46]=[CH:47][CH:48]=[C:43]([C:41]#[N:42])[CH:44]=3)(=[O:51])=[O:50])[CH:13]=[C:12]([CH2:15][N:16]([CH3:24])[C:17](=[O:23])[O:18][C:19]([CH3:21])([CH3:22])[CH3:20])[C:11]=2[F:25])=[CH:8][CH:7]=[CH:6][N:5]=1.